Predict the reaction yield, written as a fraction of the theoretical maximum amount of product (1.0 means a 100% yield; for example, 0.34 means a 34% yield). From a dataset of Reaction yield outcomes from USPTO patents with 853,638 reactions. (1) The reactants are [F:1][C:2]([F:21])([F:20])[C:3]([N:5]1[CH2:11][CH:10]2[CH2:12][CH:7]([CH2:8][N:9]2C(OC(C)(C)C)=O)[CH2:6]1)=[O:4]. The catalyst is ClCCl.FC(F)(F)C(O)=O. The product is [F:21][C:2]([F:1])([F:20])[C:3]([N:5]1[CH2:11][CH:10]2[CH2:12][CH:7]([CH2:8][NH:9]2)[CH2:6]1)=[O:4]. The yield is 0.900. (2) The reactants are [Cl:1][C:2]1[CH:3]=[C:4]([C:8]#[C:9][CH:10]([N:13]2[CH2:18][CH2:17][NH:16][CH2:15][CH2:14]2)[CH2:11][CH3:12])[CH:5]=[CH:6][CH:7]=1.C(N(CC)CC)C.Cl[C:27]([O:29][CH2:30][C:31]([CH3:34])([CH3:33])[CH3:32])=[O:28]. The catalyst is C(Cl)Cl. The product is [CH3:32][C:31]([CH3:34])([CH3:33])[CH2:30][O:29][C:27]([N:16]1[CH2:15][CH2:14][N:13]([CH:10]([CH2:11][CH3:12])[C:9]#[C:8][C:4]2[CH:5]=[CH:6][CH:7]=[C:2]([Cl:1])[CH:3]=2)[CH2:18][CH2:17]1)=[O:28]. The yield is 0.460. (3) The reactants are [Cl:1][C:2]1[N:11]=[C:10](Cl)[C:9]2[C:4](=[CH:5][C:6]([O:15][CH3:16])=[C:7]([O:13][CH3:14])[CH:8]=2)[N:3]=1.[CH3:17][O:18][C:19]1[CH:26]=[CH:25][C:22]([NH:23][CH3:24])=[CH:21][CH:20]=1.C([O-])(=O)C.[Na+]. The catalyst is O1CCCC1.O. The product is [Cl:1][C:2]1[N:11]=[C:10]([N:23]([C:22]2[CH:25]=[CH:26][C:19]([O:18][CH3:17])=[CH:20][CH:21]=2)[CH3:24])[C:9]2[C:4](=[CH:5][C:6]([O:15][CH3:16])=[C:7]([O:13][CH3:14])[CH:8]=2)[N:3]=1. The yield is 0.600. (4) The reactants are [CH2:1]([O:8][C:9]1[CH:18]=[C:17]2[C:12]([C:13]([O:19][C:20]3[CH:25]=[CH:24][C:23]([N+:26]([O-])=O)=[CH:22][C:21]=3[F:29])=[CH:14][CH:15]=[N:16]2)=[CH:11][C:10]=1[O:30][CH3:31])[C:2]1[CH:7]=[CH:6][CH:5]=[CH:4][CH:3]=1.C([O-])(=O)C.[NH4+]. The catalyst is C1(C)C=CC=CC=1.O.[Fe]. The product is [CH2:1]([O:8][C:9]1[CH:18]=[C:17]2[C:12]([C:13]([O:19][C:20]3[CH:25]=[CH:24][C:23]([NH2:26])=[CH:22][C:21]=3[F:29])=[CH:14][CH:15]=[N:16]2)=[CH:11][C:10]=1[O:30][CH3:31])[C:2]1[CH:7]=[CH:6][CH:5]=[CH:4][CH:3]=1. The yield is 0.650.